From a dataset of Forward reaction prediction with 1.9M reactions from USPTO patents (1976-2016). Predict the product of the given reaction. (1) The product is: [Br:1][C:2]1[CH:10]=[CH:9][C:5]([C:6]([N:18]2[CH2:21][CH:20]([OH:22])[CH2:19]2)=[O:8])=[CH:4][C:3]=1[O:11][CH2:12][C:13]([F:16])([F:15])[F:14]. Given the reactants [Br:1][C:2]1[CH:10]=[CH:9][C:5]([C:6]([OH:8])=O)=[CH:4][C:3]=1[O:11][CH2:12][C:13]([F:16])([F:15])[F:14].Cl.[NH:18]1[CH2:21][CH:20]([OH:22])[CH2:19]1, predict the reaction product. (2) Given the reactants [H-].[Na+].[CH3:3][O:4][C:5](=[O:10])[CH2:6][C:7]([CH3:9])=[O:8].C([Li])CCC.Cl[CH2:17][O:18][CH2:19][C:20]1[CH:25]=[CH:24][CH:23]=[CH:22][CH:21]=1, predict the reaction product. The product is: [CH3:3][O:4][C:5](=[O:10])[CH2:6][C:7](=[O:8])[CH2:9][CH2:17][O:18][CH2:19][C:20]1[CH:25]=[CH:24][CH:23]=[CH:22][CH:21]=1. (3) Given the reactants [Br:1][C:2]1[CH:3]=[C:4]([CH:14]=[C:15]([CH2:17][O:18][CH:19]([CH3:21])[CH3:20])[CH:16]=1)[CH2:5][O:6][Si](C(C)(C)C)(C)C.CCCC[N+](CCCC)(CCCC)CCCC.[F-], predict the reaction product. The product is: [Br:1][C:2]1[CH:3]=[C:4]([CH2:5][OH:6])[CH:14]=[C:15]([CH2:17][O:18][CH:19]([CH3:21])[CH3:20])[CH:16]=1. (4) Given the reactants [OH-].[Na+].[F:3][C:4]1[CH:9]=[CH:8][C:7]([C:10]2[C:15](/[CH:16]=[CH:17]/[C@@H:18]([OH:26])[CH2:19][C@@H:20]([OH:25])[CH2:21][C:22]([O-:24])=[O:23])=[C:14]([CH:27]([CH3:29])[CH3:28])[N:13]=[C:12]([N:30]([CH3:35])[S:31]([CH3:34])(=[O:33])=[O:32])[N:11]=2)=[CH:6][CH:5]=1.C[NH3+].S([O-])([O-])(=O)=O.[Mg+2:43], predict the reaction product. The product is: [F:3][C:4]1[CH:9]=[CH:8][C:7]([C:10]2[C:15](/[CH:16]=[CH:17]/[C@@H:18]([OH:26])[CH2:19][C@@H:20]([OH:25])[CH2:21][C:22]([O-:24])=[O:23])=[C:14]([CH:27]([CH3:29])[CH3:28])[N:13]=[C:12]([N:30]([CH3:35])[S:31]([CH3:34])(=[O:33])=[O:32])[N:11]=2)=[CH:6][CH:5]=1.[Mg+2:43].[F:3][C:4]1[CH:9]=[CH:8][C:7]([C:10]2[C:15](/[CH:16]=[CH:17]/[C@@H:18]([OH:26])[CH2:19][C@@H:20]([OH:25])[CH2:21][C:22]([O-:24])=[O:23])=[C:14]([CH:27]([CH3:29])[CH3:28])[N:13]=[C:12]([N:30]([S:31]([CH3:34])(=[O:33])=[O:32])[CH3:35])[N:11]=2)=[CH:6][CH:5]=1. (5) Given the reactants [CH2:1]([C:3]1[CH:8]=[CH:7][C:6]([OH:9])=[C:5]([C:10]([C:12]2[CH:17]=[CH:16][CH:15]=[CH:14][CH:13]=2)=[CH2:11])[CH:4]=1)[CH3:2].[CH3:18][O:19][C:20](=[O:40])[CH2:21][CH2:22][C:23]1[CH:28]=[CH:27][C:26]([O:29][CH2:30][CH2:31][C@@H:32](OS(C)(=O)=O)[CH3:33])=[CH:25][C:24]=1[CH3:39].C([O-])([O-])=O.[Cs+].[Cs+].Cl, predict the reaction product. The product is: [CH3:18][O:19][C:20](=[O:40])[CH2:21][CH2:22][C:23]1[CH:28]=[CH:27][C:26]([O:29][CH2:30][CH2:31][C@H:32]([O:9][C:6]2[CH:7]=[CH:8][C:3]([CH2:1][CH3:2])=[CH:4][C:5]=2[C:10]([C:12]2[CH:17]=[CH:16][CH:15]=[CH:14][CH:13]=2)=[CH2:11])[CH3:33])=[CH:25][C:24]=1[CH3:39]. (6) The product is: [Br:1][C:2]1[N:7]=[CH:6][C:5]2[C:8]([C:14]#[CH:15])=[CH:9][N:10]([CH:11]([CH3:12])[CH3:13])[C:4]=2[CH:3]=1. Given the reactants [Br:1][C:2]1[N:7]=[CH:6][C:5]2[C:8]([C:14]#[C:15][Si](C)(C)C)=[CH:9][N:10]([CH:11]([CH3:13])[CH3:12])[C:4]=2[CH:3]=1.[F-].C([N+](CCCC)(CCCC)CCCC)CCC, predict the reaction product.